From a dataset of Peptide-MHC class I binding affinity with 185,985 pairs from IEDB/IMGT. Regression. Given a peptide amino acid sequence and an MHC pseudo amino acid sequence, predict their binding affinity value. This is MHC class I binding data. (1) The peptide sequence is GRWMLPQGM. The MHC is HLA-A01:01 with pseudo-sequence HLA-A01:01. The binding affinity (normalized) is 0.0847. (2) The MHC is HLA-B46:01 with pseudo-sequence HLA-B46:01. The peptide sequence is VEIKTGFKL. The binding affinity (normalized) is 0.0847. (3) The peptide sequence is SASSMVNGVV. The MHC is HLA-B58:01 with pseudo-sequence HLA-B58:01. The binding affinity (normalized) is 0.295.